Dataset: Forward reaction prediction with 1.9M reactions from USPTO patents (1976-2016). Task: Predict the product of the given reaction. (1) Given the reactants [Br:1][C:2]1[CH:3]=[C:4]([CH:6]=[CH:7][CH:8]=1)[NH2:5].[C:9](O[C:9]([O:11][C:12]([CH3:15])([CH3:14])[CH3:13])=[O:10])([O:11][C:12]([CH3:15])([CH3:14])[CH3:13])=[O:10], predict the reaction product. The product is: [Br:1][C:2]1[CH:3]=[C:4]([NH:5][C:9](=[O:10])[O:11][C:12]([CH3:15])([CH3:14])[CH3:13])[CH:6]=[CH:7][CH:8]=1. (2) Given the reactants [CH:1]([C@@H:4]1[CH2:24][CH2:23][C@@H:22]([CH3:25])[CH2:21][C@@:5]21[NH:9][C:8](=[O:10])[N:7]([CH2:11][C:12](=[O:19])[C:13]1[CH:18]=[CH:17][CH:16]=[CH:15][CH:14]=1)[C:6]2=[O:20])([CH3:3])[CH3:2].[C:26]([O-])([O-])=O.[K+].[K+].CI, predict the reaction product. The product is: [CH:1]([C@@H:4]1[CH2:24][CH2:23][C@@H:22]([CH3:25])[CH2:21][C@@:5]21[N:9]([CH3:26])[C:8](=[O:10])[N:7]([CH2:11][C:12](=[O:19])[C:13]1[CH:14]=[CH:15][CH:16]=[CH:17][CH:18]=1)[C:6]2=[O:20])([CH3:3])[CH3:2]. (3) Given the reactants [F:1][C:2]1[CH:7]=[CH:6][CH:5]=[CH:4][C:3]=1[NH:8][C:9]1[C:17]2[C:12](=[CH:13][CH:14]=[CH:15][CH:16]=2)[NH:11][N:10]=1.Cl[C:19]1[N:24]=[C:23]([NH2:25])[C:22]([N+:26]([O-:28])=[O:27])=[C:21]([NH2:29])[N:20]=1.C1(P(C2CCCCC2)C2C=CC=CC=2C2C(C(C)C)=CC(C(C)C)=CC=2C(C)C)CCCCC1.C(=O)([O-])[O-].[Cs+].[Cs+], predict the reaction product. The product is: [F:1][C:2]1[CH:7]=[CH:6][CH:5]=[CH:4][C:3]=1[NH:8][C:9]1[C:17]2[C:12](=[CH:13][CH:14]=[CH:15][CH:16]=2)[N:11]([C:19]2[N:20]=[C:21]([NH2:29])[C:22]([N+:26]([O-:28])=[O:27])=[C:23]([NH2:25])[N:24]=2)[N:10]=1. (4) Given the reactants Br[CH2:2][C:3]([C:5]1[CH:9]=[CH:8][CH:7]([C:10]2[CH:15]=[CH:14][C:13]([Cl:16])=[CH:12][CH:11]=2)[C:6]=1[CH3:17])=[O:4].C([O-])([O-])=O.[Cs+].[Cs+].[NH:24]1[CH2:29][CH2:28][CH2:27][CH2:26][CH2:25]1, predict the reaction product. The product is: [Cl:16][C:13]1[CH:14]=[CH:15][C:10]([CH:7]2[CH:8]=[CH:9][C:5]([C:3](=[O:4])[CH2:2][N:24]3[CH2:29][CH2:28][CH2:27][CH2:26][CH2:25]3)=[C:6]2[CH3:17])=[CH:11][CH:12]=1. (5) Given the reactants [I:1][C:2]1[N:3]=[CH:4][C:5]([O:8][CH2:9][CH:10]2[CH2:15][CH2:14][N:13]([CH2:16][C:17]([CH3:20])(O)[CH3:18])[CH2:12][CH2:11]2)=[N:6][CH:7]=1.CCN(S(F)(F)[F:27])CC.O, predict the reaction product. The product is: [F:27][C:17]([CH3:20])([CH3:18])[CH2:16][N:13]1[CH2:14][CH2:15][CH:10]([CH2:9][O:8][C:5]2[CH:4]=[N:3][C:2]([I:1])=[CH:7][N:6]=2)[CH2:11][CH2:12]1. (6) Given the reactants [Cl:1][C:2]1[N:7]=[C:6]([O:8][C:9]2[CH:14]=[CH:13][C:12]([NH2:15])=[C:11](C)[CH:10]=2)[CH:5]=[CH:4][N:3]=1.ClC1N=C(OC2C=CC([N+]([O-])=O)=CC=2)C=CN=1, predict the reaction product. The product is: [Cl:1][C:2]1[N:7]=[C:6]([O:8][C:9]2[CH:14]=[CH:13][C:12]([NH2:15])=[CH:11][CH:10]=2)[CH:5]=[CH:4][N:3]=1.